This data is from Reaction yield outcomes from USPTO patents with 853,638 reactions. The task is: Predict the reaction yield, written as a fraction of the theoretical maximum amount of product (1.0 means a 100% yield; for example, 0.34 means a 34% yield). (1) The reactants are [Br:1][C:2]1[CH:3]=[CH:4][C:5]([OH:10])=[C:6]([CH:9]=1)[CH:7]=O.Br[CH2:12][C:13]([O:15][CH3:16])=[O:14].C(=O)([O-])[O-].[K+].[K+]. The catalyst is CN(C=O)C. The product is [Br:1][C:2]1[CH:3]=[CH:4][C:5]2[O:10][C:12]([C:13]([O:15][CH3:16])=[O:14])=[CH:7][C:6]=2[CH:9]=1. The yield is 0.350. (2) The reactants are C([O:3][C:4]([C:6]1([S:22]([C:25]2[CH:30]=[CH:29][C:28]([O:31][CH3:32])=[CH:27][CH:26]=2)(=[O:24])=[O:23])[CH2:11][CH2:10][N:9]([CH2:12][CH2:13][C:14]2[CH:19]=[CH:18][C:17]([O:20][CH3:21])=[CH:16][CH:15]=2)[CH2:8][CH2:7]1)=[O:5])C. The catalyst is C1COCC1.CO.[OH-].[Na+]. The product is [CH3:32][O:31][C:28]1[CH:29]=[CH:30][C:25]([S:22]([C:6]2([C:4]([OH:5])=[O:3])[CH2:7][CH2:8][N:9]([CH2:12][CH2:13][C:14]3[CH:15]=[CH:16][C:17]([O:20][CH3:21])=[CH:18][CH:19]=3)[CH2:10][CH2:11]2)(=[O:23])=[O:24])=[CH:26][CH:27]=1. The yield is 0.580. (3) The reactants are [C:1](=O)([O-])[O-].[K+].[K+].Cl[C:8]1[C:13]2[CH:14]=[C:15]([N:17]3[CH2:21][CH2:20][N:19]([C:22]4[CH:23]=[N:24][CH:25]=[CH:26][C:27]=4[CH3:28])[C:18]3=[O:29])[S:16][C:12]=2[CH:11]=[CH:10][N:9]=1.CB(O)O.CO. The catalyst is C(Cl)(Cl)Cl.[Pd].C1(P(C2C=CC=CC=2)C2C=CC=CC=2)C=CC=CC=1.C1(P(C2C=CC=CC=2)C2C=CC=CC=2)C=CC=CC=1.C1(P(C2C=CC=CC=2)C2C=CC=CC=2)C=CC=CC=1.C1(P(C2C=CC=CC=2)C2C=CC=CC=2)C=CC=CC=1. The product is [CH3:28][C:27]1[CH:26]=[CH:25][N:24]=[CH:23][C:22]=1[N:19]1[CH2:20][CH2:21][N:17]([C:15]2[S:16][C:12]3[CH:11]=[CH:10][N:9]=[C:8]([CH3:1])[C:13]=3[CH:14]=2)[C:18]1=[O:29]. The yield is 0.164. (4) The reactants are [H-].[Al+3].[Li+].[H-].[H-].[H-].[N:7]([CH:10]1[CH2:19][N:18]2[C:14](=[N:15][C:16]3[C:17]2=[C:20]([N:24]([CH2:27][CH3:28])[CH2:25][CH3:26])[CH:21]=[CH:22][CH:23]=3)[N:13]([C:29]2[CH:34]=[CH:33][C:32]([Cl:35])=[CH:31][C:30]=2[Cl:36])[CH2:12][CH2:11]1)=[N+]=[N-].O.O.O.O.O.O.O.O.O.O.S([O-])([O-])(=O)=O.[Na+].[Na+]. The catalyst is O1CCCC1. The product is [Cl:36][C:30]1[CH:31]=[C:32]([Cl:35])[CH:33]=[CH:34][C:29]=1[N:13]1[C:14]2=[N:15][C:16]3[C:17](=[C:20]([N:24]([CH2:27][CH3:28])[CH2:25][CH3:26])[CH:21]=[CH:22][CH:23]=3)[N:18]2[CH2:19][CH:10]([NH2:7])[CH2:11][CH2:12]1. The yield is 0.750.